Dataset: Peptide-MHC class I binding affinity with 185,985 pairs from IEDB/IMGT. Task: Regression. Given a peptide amino acid sequence and an MHC pseudo amino acid sequence, predict their binding affinity value. This is MHC class I binding data. (1) The peptide sequence is SEIDLILGY. The MHC is Mamu-A07 with pseudo-sequence Mamu-A07. The binding affinity (normalized) is 0. (2) The peptide sequence is FMRSISDDA. The MHC is HLA-A02:12 with pseudo-sequence HLA-A02:12. The binding affinity (normalized) is 0.405. (3) The peptide sequence is VAVIMAIYL. The MHC is H-2-Db with pseudo-sequence H-2-Db. The binding affinity (normalized) is 0.0366. (4) The peptide sequence is CRTAFKPVL. The MHC is HLA-A69:01 with pseudo-sequence HLA-A69:01. The binding affinity (normalized) is 0.0847. (5) The peptide sequence is NSKVQIGEY. The MHC is HLA-A29:02 with pseudo-sequence HLA-A29:02. The binding affinity (normalized) is 0.286. (6) The peptide sequence is SLLRSTSQK. The MHC is HLA-A11:01 with pseudo-sequence HLA-A11:01. The binding affinity (normalized) is 0.764. (7) The peptide sequence is KTAVQMAVF. The MHC is HLA-A29:02 with pseudo-sequence HLA-A29:02. The binding affinity (normalized) is 0.0701. (8) The peptide sequence is VTSSGVIYK. The MHC is HLA-A68:01 with pseudo-sequence HLA-A68:01. The binding affinity (normalized) is 0.315. (9) The peptide sequence is WLSVIWMMWY. The MHC is HLA-A03:01 with pseudo-sequence HLA-A03:01. The binding affinity (normalized) is 0.0529. (10) The peptide sequence is RVYAELAAL. The MHC is HLA-A02:12 with pseudo-sequence HLA-A02:12. The binding affinity (normalized) is 0.669.